Task: Predict the reactants needed to synthesize the given product.. Dataset: Full USPTO retrosynthesis dataset with 1.9M reactions from patents (1976-2016) Given the product [F:34][C:11]1[CH:10]=[C:9]([O:8][C:6]2[CH:5]=[CH:4][N:3]=[C:2]([C:39]3[CH:38]=[N:37][N:36]([CH3:35])[CH:40]=3)[CH:7]=2)[C:14]([F:15])=[CH:13][C:12]=1[NH:16][C:17]([C:19]1[C:24](=[O:25])[C:23]([C:26]2[CH:31]=[CH:30][C:29]([F:32])=[CH:28][CH:27]=2)=[CH:22][N:21]([CH3:33])[CH:20]=1)=[O:18], predict the reactants needed to synthesize it. The reactants are: Cl[C:2]1[CH:7]=[C:6]([O:8][C:9]2[C:14]([F:15])=[CH:13][C:12]([NH:16][C:17]([C:19]3[C:24](=[O:25])[C:23]([C:26]4[CH:31]=[CH:30][C:29]([F:32])=[CH:28][CH:27]=4)=[CH:22][N:21]([CH3:33])[CH:20]=3)=[O:18])=[C:11]([F:34])[CH:10]=2)[CH:5]=[CH:4][N:3]=1.[CH3:35][N:36]1[CH:40]=[C:39](B(O)O)[CH:38]=[N:37]1.C([O-])([O-])=O.[K+].[K+].